Dataset: Reaction yield outcomes from USPTO patents with 853,638 reactions. Task: Predict the reaction yield, written as a fraction of the theoretical maximum amount of product (1.0 means a 100% yield; for example, 0.34 means a 34% yield). The reactants are [NH2:1][C:2]1[CH:3]=[CH:4][CH:5]=[C:6]2[C:11]=1[N:10]=[CH:9][CH:8]=[CH:7]2.[Cl:12][C:13]1[CH:18]=[CH:17][CH:16]=[C:15]([Cl:19])[C:14]=1[S:20](Cl)(=[O:22])=[O:21]. The catalyst is CN(C1C=CN=CC=1)C. The product is [Cl:12][C:13]1[CH:18]=[CH:17][CH:16]=[C:15]([Cl:19])[C:14]=1[S:20]([NH:1][C:2]1[CH:3]=[CH:4][CH:5]=[C:6]2[C:11]=1[N:10]=[CH:9][CH:8]=[CH:7]2)(=[O:22])=[O:21]. The yield is 0.410.